Dataset: Reaction yield outcomes from USPTO patents with 853,638 reactions. Task: Predict the reaction yield, written as a fraction of the theoretical maximum amount of product (1.0 means a 100% yield; for example, 0.34 means a 34% yield). (1) The reactants are [N+:1]([C:4]1[CH:12]=[CH:11][CH:10]=[C:9]2[C:5]=1[CH:6]=[CH:7][NH:8]2)([O-:3])=[O:2].Br[CH2:14][CH2:15][O:16][CH3:17].[H-].[Na+].C(OCC)(=O)C. The catalyst is CN(C=O)C. The product is [CH3:17][O:16][CH2:15][CH2:14][N:8]1[C:9]2[C:5](=[C:4]([N+:1]([O-:3])=[O:2])[CH:12]=[CH:11][CH:10]=2)[CH:6]=[CH:7]1. The yield is 0.690. (2) The reactants are [CH3:1][N:2]1[C:10]([CH2:11][CH2:12][CH2:13][C:14]([OH:16])=[O:15])=[N:9][C:8]2[CH:7]=[C:6]([N:17]([CH2:21][CH2:22][Cl:23])[CH2:18][CH2:19][Cl:20])[CH:5]=[CH:4][C:3]1=2.Cl.[CH2:25](O)[CH2:26][CH2:27][CH2:28][CH2:29][CH2:30][CH2:31][CH2:32][CH2:33][CH2:34][CH2:35][CH2:36][CH2:37][CH2:38][CH3:39].C1(N=C=NC2CCCCC2)CCCCC1. The catalyst is CN(C1C=CN=CC=1)C. The product is [CH2:39]([O:15][C:14](=[O:16])[CH2:13][CH2:12][CH2:11][C:10]1[N:2]([CH3:1])[C:3]2[CH:4]=[CH:5][C:6]([N:17]([CH2:18][CH2:19][Cl:20])[CH2:21][CH2:22][Cl:23])=[CH:7][C:8]=2[N:9]=1)[CH2:38][CH2:37][CH2:36][CH2:35][CH2:34][CH2:33][CH2:32][CH2:31][CH2:30][CH2:29][CH2:28][CH2:27][CH2:26][CH3:25]. The yield is 0.750. (3) The reactants are [CH3:1][O:2][C:3]1[CH:8]=[CH:7][CH:6]=[CH:5][C:4]=1[CH2:9][C:10]([O:12][CH3:13])=[O:11].C1COCC1.C([N-]C(C)C)(C)C.[Li+].[CH2:27](Br)[C:28]1[CH:33]=[CH:32][CH:31]=[CH:30][CH:29]=1. The catalyst is CCCCCCC.C1COCC1. The product is [CH3:1][O:2][C:3]1[CH:8]=[CH:7][CH:6]=[CH:5][C:4]=1[CH:9]([CH2:27][C:28]1[CH:33]=[CH:32][CH:31]=[CH:30][CH:29]=1)[C:10]([O:12][CH3:13])=[O:11]. The yield is 0.350. (4) The reactants are [CH3:1][O:2][C:3]1[CH:4]=[C:5]([C:11]2[CH:12]=[N:13][CH:14]=[C:15]([C:18]=2O)[C:16]#[N:17])[CH:6]=[CH:7][C:8]=1[O:9][CH3:10].O=P(Cl)(Cl)[Cl:22]. No catalyst specified. The product is [Cl:22][C:18]1[C:15]([C:16]#[N:17])=[CH:14][N:13]=[CH:12][C:11]=1[C:5]1[CH:6]=[CH:7][C:8]([O:9][CH3:10])=[C:3]([O:2][CH3:1])[CH:4]=1. The yield is 0.910.